This data is from NCI-60 drug combinations with 297,098 pairs across 59 cell lines. The task is: Regression. Given two drug SMILES strings and cell line genomic features, predict the synergy score measuring deviation from expected non-interaction effect. Drug 1: CC1=C(C=C(C=C1)NC2=NC=CC(=N2)N(C)C3=CC4=NN(C(=C4C=C3)C)C)S(=O)(=O)N.Cl. Drug 2: C1C(C(OC1N2C=NC3=C2NC=NCC3O)CO)O. Cell line: SNB-75. Synergy scores: CSS=8.18, Synergy_ZIP=-1.85, Synergy_Bliss=4.13, Synergy_Loewe=5.46, Synergy_HSA=5.44.